Dataset: Forward reaction prediction with 1.9M reactions from USPTO patents (1976-2016). Task: Predict the product of the given reaction. (1) The product is: [CH3:57][O:56][C:55]1[CH:54]=[CH:53][C:52]([C:43]([O:26][CH2:25][C@H:22]2[O:21][C@@H:20]([N:27]3[C:42]4[N:41]=[C:34]([NH:35][C:36](=[O:40])[CH:37]([CH3:39])[CH3:38])[NH:33][C:31](=[O:32])[C:30]=4[N:29]=[CH:28]3)[C@H:19]([O:18][CH2:17][C:1]3[C:14]4[C:15]5=[C:16]6[C:11](=[CH:12][CH:13]=4)[CH:10]=[CH:9][CH:8]=[C:7]6[CH:6]=[CH:5][C:4]5=[CH:3][CH:2]=3)[C@@H:23]2[OH:24])([C:60]2[CH:61]=[CH:62][CH:63]=[CH:64][CH:65]=2)[C:44]2[CH:51]=[CH:50][C:47]([O:48][CH3:49])=[CH:46][CH:45]=2)=[CH:59][CH:58]=1. Given the reactants [C:1]1([CH2:17][O:18][C@@H:19]2[C@H:23]([OH:24])[C@@H:22]([CH2:25][OH:26])[O:21][C@H:20]2[N:27]2[C:42]3[N:41]=[C:34]([NH:35][C:36](=[O:40])[CH:37]([CH3:39])[CH3:38])[NH:33][C:31](=[O:32])[C:30]=3[N:29]=[CH:28]2)[C:14]2[C:15]3=[C:16]4[C:11](=[CH:12][CH:13]=2)[CH:10]=[CH:9][CH:8]=[C:7]4[CH:6]=[CH:5][C:4]3=[CH:3][CH:2]=1.[C:43](Cl)([C:60]1[CH:65]=[CH:64][CH:63]=[CH:62][CH:61]=1)([C:52]1[CH:59]=[CH:58][C:55]([O:56][CH3:57])=[CH:54][CH:53]=1)[C:44]1[CH:51]=[CH:50][C:47]([O:48][CH3:49])=[CH:46][CH:45]=1, predict the reaction product. (2) The product is: [F:5][C:6]1[CH:11]=[CH:10][CH:9]=[CH:8][C:7]=1[C:12]1[C:13](=[O:20])[C:14]([C:15]([O:17][CH2:18][CH3:19])=[O:16])=[CH:22][NH:21][CH:26]=1. Given the reactants [O-]CC.[Na+].[F:5][C:6]1[CH:11]=[CH:10][CH:9]=[CH:8][C:7]=1[CH2:12][C:13](=[O:20])[CH2:14][C:15]([O:17][CH2:18][CH3:19])=[O:16].[N:21]1[CH:26]=NC=N[CH:22]=1, predict the reaction product. (3) Given the reactants Cl.Cl.NC1CCN(S(C2C=C3C(=CC=2)C=NC=C3)(=O)=O)CC1.[C:23]([O:27][C:28](N(CCCO)C[C@@H](NS(C1C=C2C(=CC=1)C=NC=C2)(=O)=O)C)=[O:29])([CH3:26])([CH3:25])[CH3:24].Cl.Cl.[Br:54][C:55]1[C:64]([S:65]([N:68]2[CH2:75][CH2:74][CH2:73][CH2:72][NH:71][CH2:70][C@H:69]2[CH3:76])(=[O:67])=[O:66])=[CH:63][CH:62]=[C:61]2[C:56]=1[CH:57]=[CH:58][N:59]=[CH:60]2, predict the reaction product. The product is: [Br:54][C:55]1[C:64]([S:65]([N:68]2[CH2:75][CH2:74][CH2:73][CH2:72][N:71]([C:28]([O:27][C:23]([CH3:26])([CH3:25])[CH3:24])=[O:29])[CH2:70][C@H:69]2[CH3:76])(=[O:67])=[O:66])=[CH:63][CH:62]=[C:61]2[C:56]=1[CH:57]=[CH:58][N:59]=[CH:60]2. (4) Given the reactants [CH2:1]([O:8][C:9]1[CH:14]=[CH:13][C:12]([C:15]2(O)[CH:20]3[CH2:21][CH2:22][CH2:23][CH:16]2[CH2:17][CH2:18][CH2:19]3)=[CH:11][CH:10]=1)[C:2]1[CH:7]=[CH:6][CH:5]=[CH:4][CH:3]=1, predict the reaction product. The product is: [CH2:1]([O:8][C:9]1[CH:10]=[CH:11][C:12]([CH:15]2[CH:20]3[CH2:21][CH2:22][CH2:23][CH:16]2[CH2:17][CH2:18][CH2:19]3)=[CH:13][CH:14]=1)[C:2]1[CH:3]=[CH:4][CH:5]=[CH:6][CH:7]=1. (5) Given the reactants [CH:1]1([Mg]Br)[CH2:3][CH2:2]1.Br[C:7]1[CH:16]=[CH:15][C:10]([C:11]([O:13][CH3:14])=[O:12])=[CH:9][CH:8]=1, predict the reaction product. The product is: [CH:1]1([C:7]2[CH:16]=[CH:15][C:10]([C:11]([O:13][CH3:14])=[O:12])=[CH:9][CH:8]=2)[CH2:3][CH2:2]1. (6) Given the reactants C12N(C3C=NC4C(=CC=CC=4)N=3)CC1CCNC2.[CH:19]12[CH2:25][NH:24][CH:23]1[CH2:22][N:21]([C:26]([C:28]1[CH:33]=[CH:32][CH:31]=[CH:30][C:29]=1[N:34]1[N:38]=[CH:37][CH:36]=[N:35]1)=[O:27])[CH2:20]2.Cl[C:40]1[N:45]=[C:44]([C:46]2[CH:51]=[CH:50][CH:49]=[CH:48][CH:47]=2)[CH:43]=[CH:42][N:41]=1, predict the reaction product. The product is: [C:46]1([C:44]2[CH:43]=[CH:42][N:41]=[C:40]([N:24]3[CH2:25][CH:19]4[CH:23]3[CH2:22][N:21]([C:26]([C:28]3[CH:33]=[CH:32][CH:31]=[CH:30][C:29]=3[N:34]3[N:38]=[CH:37][CH:36]=[N:35]3)=[O:27])[CH2:20]4)[N:45]=2)[CH:47]=[CH:48][CH:49]=[CH:50][CH:51]=1. (7) Given the reactants Cl.Cl.[F:3][C:4]1[CH:9]=[C:8]([C:10]2[O:14][N:13]=[C:12]([CH3:15])[N:11]=2)[CH:7]=[CH:6][C:5]=1[N:16]1[CH2:21][CH2:20][NH:19][CH2:18][CH2:17]1.Br[CH:23]([C:31]1[CH:36]=[C:35]([F:37])[CH:34]=[CH:33][C:32]=1[Br:38])[C:24]([N:26]([CH2:29][CH3:30])[CH2:27][CH3:28])=[O:25], predict the reaction product. The product is: [Br:38][C:32]1[CH:33]=[CH:34][C:35]([F:37])=[CH:36][C:31]=1[CH:23]([N:19]1[CH2:18][CH2:17][N:16]([C:5]2[CH:6]=[CH:7][C:8]([C:10]3[O:14][N:13]=[C:12]([CH3:15])[N:11]=3)=[CH:9][C:4]=2[F:3])[CH2:21][CH2:20]1)[C:24]([N:26]([CH2:27][CH3:28])[CH2:29][CH3:30])=[O:25].